Task: Predict the reaction yield, written as a fraction of the theoretical maximum amount of product (1.0 means a 100% yield; for example, 0.34 means a 34% yield).. Dataset: Reaction yield outcomes from USPTO patents with 853,638 reactions (1) The reactants are [NH2:1][CH2:2][CH2:3][NH:4][C:5]1[N:6]=[C:7]([C:24]2[CH:29]=[CH:28][CH:27]=[CH:26][C:25]=2[CH3:30])[C:8]2[CH:14]=[CH:13][C:12](=[O:15])[N:11]([C:16]3[C:21]([F:22])=[CH:20][CH:19]=[CH:18][C:17]=3[F:23])[C:9]=2[N:10]=1.C1C=CC(O[C:38](OC2C=CC=CC=2)=[N:39][C:40]#[N:41])=CC=1.[NH3:49]. The catalyst is C(O)(C)C. The product is [C:38]([NH:39][C:40]([NH:1][CH2:2][CH2:3][NH:4][C:5]1[N:6]=[C:7]([C:24]2[CH:29]=[CH:28][CH:27]=[CH:26][C:25]=2[CH3:30])[C:8]2[CH:14]=[CH:13][C:12](=[O:15])[N:11]([C:16]3[C:21]([F:22])=[CH:20][CH:19]=[CH:18][C:17]=3[F:23])[C:9]=2[N:10]=1)=[NH:41])#[N:49]. The yield is 0.590. (2) The reactants are Cl.[NH2:2]O.C([O-])(O)=O.[Na+].[F:9][C:10]([F:20])([F:19])[C:11]([CH3:18])([CH3:17])[C:12](=[O:16])[CH2:13][C:14]#[N:15].Cl.[OH-].[Na+]. The catalyst is O.CO. The product is [F:9][C:10]([F:19])([F:20])[C:11]([C:12]1[O:16][N:15]=[C:14]([NH2:2])[CH:13]=1)([CH3:18])[CH3:17]. The yield is 0.406. (3) The reactants are C[O:2][C:3]([C:5]1([CH2:11][CH2:12][CH2:13][NH:14][C:15]2[CH:20]=[CH:19][C:18]([Br:21])=[CH:17][CH:16]=2)[CH2:10][CH2:9][O:8][CH2:7][CH2:6]1)=O.CC(C)([O-])C.[K+].O.[Sn]. The catalyst is C1COCC1.C(Cl)Cl.C(OCC)(=O)C.CO. The product is [Br:21][C:18]1[CH:19]=[CH:20][C:15]([N:14]2[CH2:13][CH2:12][CH2:11][C:5]3([CH2:10][CH2:9][O:8][CH2:7][CH2:6]3)[C:3]2=[O:2])=[CH:16][CH:17]=1. The yield is 0.860. (4) The reactants are Cl[C:2]1[CH:7]=[C:6]([C:8]([F:11])([F:10])[F:9])[N:5]=[C:4]([C:12]2[CH:17]=[N:16][CH:15]=[CH:14][N:13]=2)[N:3]=1.[CH3:18][O:19][C:20]1[CH:26]=[CH:25][C:24]([O:27][CH3:28])=[CH:23][C:21]=1[NH2:22].Cl.[OH-].[Na+]. The catalyst is O.C(O)C. The product is [CH3:18][O:19][C:20]1[CH:26]=[CH:25][C:24]([O:27][CH3:28])=[CH:23][C:21]=1[NH:22][C:2]1[CH:7]=[C:6]([C:8]([F:11])([F:10])[F:9])[N:5]=[C:4]([C:12]2[CH:17]=[N:16][CH:15]=[CH:14][N:13]=2)[N:3]=1. The yield is 0.640. (5) The reactants are [C:1]([O:5][C:6](=[O:15])[NH:7][C:8]1[CH:13]=[CH:12][CH:11]=[C:10]([SH:14])[CH:9]=1)([CH3:4])([CH3:3])[CH3:2].Br[C:17]1[CH:18]=[C:19]([CH:22]=[CH:23][CH:24]=1)[C:20]#[N:21].CC1(C)C2C(=C(P(C3C=CC=CC=3)C3C=CC=CC=3)C=CC=2)OC2C(P(C3C=CC=CC=3)C3C=CC=CC=3)=CC=CC1=2.CCN(C(C)C)C(C)C. The catalyst is O1CCOCC1.C1C=CC(/C=C/C(/C=C/C2C=CC=CC=2)=O)=CC=1.C1C=CC(/C=C/C(/C=C/C2C=CC=CC=2)=O)=CC=1.C1C=CC(/C=C/C(/C=C/C2C=CC=CC=2)=O)=CC=1.[Pd].[Pd]. The product is [C:20]([C:19]1[CH:18]=[C:17]([S:14][C:10]2[CH:9]=[C:8]([NH:7][C:6](=[O:15])[O:5][C:1]([CH3:4])([CH3:2])[CH3:3])[CH:13]=[CH:12][CH:11]=2)[CH:24]=[CH:23][CH:22]=1)#[N:21]. The yield is 0.840. (6) The reactants are [Br:1][C:2]1[C:3]([N:18]2[CH2:22][CH2:21][C@@H:20]([NH:23]C(=O)OC(C)(C)C)[CH2:19]2)=[C:4]2[C:10]([NH:11][C:12](=[O:17])[C@@H:13]([O:15][CH3:16])[CH3:14])=[CH:9][NH:8][C:5]2=[N:6][CH:7]=1.C(O)(C(F)(F)F)=O.C(Cl)[Cl:39]. No catalyst specified. The product is [ClH:39].[NH2:23][C@@H:20]1[CH2:21][CH2:22][N:18]([C:3]2[C:2]([Br:1])=[CH:7][N:6]=[C:5]3[NH:8][CH:9]=[C:10]([NH:11][C:12](=[O:17])[C@@H:13]([O:15][CH3:16])[CH3:14])[C:4]=23)[CH2:19]1. The yield is 0.900.